From a dataset of Reaction yield outcomes from USPTO patents with 853,638 reactions. Predict the reaction yield, written as a fraction of the theoretical maximum amount of product (1.0 means a 100% yield; for example, 0.34 means a 34% yield). (1) The reactants are [C:1]1([CH3:15])[CH:6]=[CH:5][C:4]([C:7]2[C:11](C(O)=O)=[CH:10][O:9][N:8]=2)=[CH:3][CH:2]=1.[Cl:16][C:17]1[CH:22]=[CH:21][CH:20]=[CH:19][C:18]=1[CH:23]([OH:25])[CH3:24].C1(P(N=[N+]=[N-])(C2C=CC=CC=2)=O)C=CC=CC=1.C([N:45]([CH2:48]C)CC)C.C(=O)([O-])[OH:51].[Na+]. The catalyst is C1(C)C=CC=CC=1. The product is [C:1]1([CH3:15])[CH:2]=[CH:3][C:4]([C:7]2[C:11]([NH:45][C:48](=[O:51])[O:25][CH:23]([C:18]3[CH:19]=[CH:20][CH:21]=[CH:22][C:17]=3[Cl:16])[CH3:24])=[CH:10][O:9][N:8]=2)=[CH:5][CH:6]=1. The yield is 0.586. (2) The reactants are [Br:1][C:2]1[CH:18]=[C:17]([N+:19]([O-])=O)[CH:16]=[C:15]([Br:22])[C:3]=1[O:4][C:5]1[CH:10]=[CH:9][C:8]([OH:11])=[C:7]([CH:12]([CH3:14])[CH3:13])[CH:6]=1.S(S([O-])=O)([O-])=O.[Na+].[Na+].Cl.C(=O)(O)[O-].[Na+]. The catalyst is C1COCC1.O.C(OCC)(=O)C. The product is [NH2:19][C:17]1[CH:16]=[C:15]([Br:22])[C:3]([O:4][C:5]2[CH:10]=[CH:9][C:8]([OH:11])=[C:7]([CH:12]([CH3:14])[CH3:13])[CH:6]=2)=[C:2]([Br:1])[CH:18]=1. The yield is 0.969. (3) The reactants are [S-:1][C:2]#[N:3].[NH4+].II.[Cl:7][C:8]1[C:9]([CH3:15])=[C:10]([CH:12]=[CH:13][CH:14]=1)[NH2:11].O. The catalyst is CO. The product is [NH2:11][C:10]1[CH:12]=[CH:13][C:14]([S:1][C:2]#[N:3])=[C:8]([Cl:7])[C:9]=1[CH3:15]. The yield is 0.900. (4) The reactants are Br[C:2]1[CH:3]=[C:4]([NH:10][C:11]2[CH:16]=[CH:15][C:14]([N:17]3[CH2:22][CH2:21][N:20]([CH:23]4[CH2:26][O:25][CH2:24]4)[CH2:19][CH2:18]3)=[CH:13][N:12]=2)[C:5](=[O:9])[N:6]([CH3:8])[CH:7]=1.[B:27]1([B:27]2[O:31][C:30]([CH3:33])([CH3:32])[C:29]([CH3:35])([CH3:34])[O:28]2)[O:31][C:30]([CH3:33])([CH3:32])[C:29]([CH3:35])([CH3:34])[O:28]1.CC(C1C=C(C(C)C)C(C2C=CC=CC=2P(C2CCCCC2)C2CCCCC2)=C(C(C)C)C=1)C.C(O[K])(C)=O. The catalyst is C1C=CC(/C=C/C(/C=C/C2C=CC=CC=2)=O)=CC=1.C1C=CC(/C=C/C(/C=C/C2C=CC=CC=2)=O)=CC=1.C1C=CC(/C=C/C(/C=C/C2C=CC=CC=2)=O)=CC=1.[Pd].[Pd].O1CCOCC1. The product is [CH3:8][N:6]1[CH:7]=[C:2]([B:27]2[O:31][C:30]([CH3:33])([CH3:32])[C:29]([CH3:35])([CH3:34])[O:28]2)[CH:3]=[C:4]([NH:10][C:11]2[CH:16]=[CH:15][C:14]([N:17]3[CH2:22][CH2:21][N:20]([CH:23]4[CH2:26][O:25][CH2:24]4)[CH2:19][CH2:18]3)=[CH:13][N:12]=2)[C:5]1=[O:9]. The yield is 0.940.